From a dataset of Reaction yield outcomes from USPTO patents with 853,638 reactions. Predict the reaction yield, written as a fraction of the theoretical maximum amount of product (1.0 means a 100% yield; for example, 0.34 means a 34% yield). (1) The reactants are Cl.[CH:2]1([NH:7][C:8]([NH2:10])=[NH:9])[CH2:6][CH2:5][CH2:4][CH2:3]1.[O-]CC.[Na+].[F:15][C:16]1[CH:21]=[CH:20][C:19]([C:22]2[C:34]([C:35](=O)[C:36]#[CH:37])=[C:25]3[CH:26]=[CH:27][C:28]([C:30]([F:33])([F:32])[F:31])=[CH:29][N:24]3[N:23]=2)=[CH:18][CH:17]=1. The catalyst is C(O)C.O. The product is [CH:2]1([NH:7][C:8]2[N:10]=[C:35]([C:34]3[C:22]([C:19]4[CH:18]=[CH:17][C:16]([F:15])=[CH:21][CH:20]=4)=[N:23][N:24]4[CH:29]=[C:28]([C:30]([F:32])([F:31])[F:33])[CH:27]=[CH:26][C:25]=34)[CH:36]=[CH:37][N:9]=2)[CH2:6][CH2:5][CH2:4][CH2:3]1. The yield is 0.980. (2) The reactants are [CH3:1][N:2]([CH3:13])[C:3]1[C:12]2[C:7](=[CH:8][CH:9]=[CH:10][CH:11]=2)[CH:6]=[CH:5][CH:4]=1.[F-].[K+].C1O[CH2:32][CH2:31]OCCOCCOCCOCCOC1.[CH2:34]1[CH2:38]OC[CH2:35]1. No catalyst specified. The product is [CH3:1][N:2]([C:13]1[CH:32]=[CH:31][CH:38]=[CH:34][CH:35]=1)[C:3]1[C:12]2[C:7](=[CH:8][CH:9]=[CH:10][CH:11]=2)[CH:6]=[CH:5][CH:4]=1. The yield is 0.980. (3) The reactants are Cl[C:2]1[C:7]2=[C:8]([CH2:11][O:12][CH2:13][CH2:14][O:15][CH3:16])[CH:9]=[CH:10][N:6]2[N:5]=[CH:4][N:3]=1.C([O-])(O)=O.[Na+].[N:22]1[CH:27]=[CH:26][CH:25]=[CH:24][C:23]=1[CH2:28][N:29]1[C:37]2[C:32](=[CH:33][C:34]([NH2:38])=[CH:35][CH:36]=2)[CH:31]=[N:30]1.FC1C=C(C=CC=1)CN1C2C(=CC(N)=CC=2)C=N1.N1C=CC=CC=1CCl. The catalyst is CC#N.C(Cl)Cl. The product is [CH3:16][O:15][CH2:14][CH2:13][O:12][CH2:11][C:8]1[CH:9]=[CH:10][N:6]2[C:7]=1[C:2]([NH:38][C:34]1[CH:33]=[C:32]3[C:37](=[CH:36][CH:35]=1)[N:29]([CH2:28][C:23]1[CH:24]=[CH:25][CH:26]=[CH:27][N:22]=1)[N:30]=[CH:31]3)=[N:3][CH:4]=[N:5]2. The yield is 0.110. (4) The product is [CH2:1]([S:12][C:6]1[CH:7]=[CH:8][C:9]([F:11])=[CH:10][C:5]=1[NH2:4])[CH3:2]. The yield is 0.880. The reactants are [CH2:1](I)[CH3:2].[NH2:4][C:5]1[CH:10]=[C:9]([F:11])[CH:8]=[CH:7][C:6]=1[SH:12].C(=O)([O-])[O-].[Cs+].[Cs+].C(OCC)(=O)C. The catalyst is [I-].C([N+](CCCC)(CCCC)CCCC)CCC.CN(C=O)C.